The task is: Predict the reactants needed to synthesize the given product.. This data is from Full USPTO retrosynthesis dataset with 1.9M reactions from patents (1976-2016). (1) Given the product [C:19]([N:9]1[CH2:10][CH2:11][C:6]2([CH2:1][CH2:2][N:3]([C:12]([O:14][C:15]([CH3:18])([CH3:17])[CH3:16])=[O:13])[CH2:4][CH2:5]2)[CH2:7][CH2:8]1)(=[O:26])[C:20]1[CH:25]=[CH:24][CH:23]=[CH:22][CH:21]=1, predict the reactants needed to synthesize it. The reactants are: [CH2:1]1[C:6]2([CH2:11][CH2:10][NH:9][CH2:8][CH2:7]2)[CH2:5][CH2:4][N:3]([C:12]([O:14][C:15]([CH3:18])([CH3:17])[CH3:16])=[O:13])[CH2:2]1.[C:19](O)(=[O:26])[C:20]1[CH:25]=[CH:24][CH:23]=[CH:22][CH:21]=1.CCN(C(C)C)C(C)C.CN(C(ON1N=NC2C=CC=CC1=2)=[N+](C)C)C.F[P-](F)(F)(F)(F)F. (2) Given the product [C:49]([NH:1][C:2]1[CH:42]=[CH:41][C:5]([CH2:6][O:7][CH:8]2[CH:13]([C:14]3[CH:19]=[CH:18][C:17]([O:20][CH2:21][CH2:22][CH2:23][O:24][CH2:25][C:26]4[CH:31]=[CH:30][CH:29]=[CH:28][C:27]=4[O:32][CH3:33])=[CH:16][CH:15]=3)[CH2:12][CH2:11][N:10]([C:34]([O:36][C:37]([CH3:39])([CH3:40])[CH3:38])=[O:35])[CH2:9]2)=[CH:4][C:3]=1[O:43][CH2:44][CH2:45][CH2:46][O:47][CH3:48])(=[O:51])[CH3:50], predict the reactants needed to synthesize it. The reactants are: [NH2:1][C:2]1[CH:42]=[CH:41][C:5]([CH2:6][O:7][CH:8]2[CH:13]([C:14]3[CH:19]=[CH:18][C:17]([O:20][CH2:21][CH2:22][CH2:23][O:24][CH2:25][C:26]4[CH:31]=[CH:30][CH:29]=[CH:28][C:27]=4[O:32][CH3:33])=[CH:16][CH:15]=3)[CH2:12][CH2:11][N:10]([C:34]([O:36][C:37]([CH3:40])([CH3:39])[CH3:38])=[O:35])[CH2:9]2)=[CH:4][C:3]=1[O:43][CH2:44][CH2:45][CH2:46][O:47][CH3:48].[C:49](Cl)(=[O:51])[CH3:50]. (3) Given the product [CH3:19][C:20]1([CH3:32])[C:24]([CH3:25])([CH3:26])[O:23][B:22]([C:27]2[CH:31]=[N:30][N:29]([CH:6]3[CH2:11][CH2:10][N:9]([C:12]([O:14][C:15]([CH3:18])([CH3:17])[CH3:16])=[O:13])[CH2:8][CH2:7]3)[CH:28]=2)[O:21]1, predict the reactants needed to synthesize it. The reactants are: CS(O[CH:6]1[CH2:11][CH2:10][N:9]([C:12]([O:14][C:15]([CH3:18])([CH3:17])[CH3:16])=[O:13])[CH2:8][CH2:7]1)(=O)=O.[CH3:19][C:20]1([CH3:32])[C:24]([CH3:26])([CH3:25])[O:23][B:22]([C:27]2[CH:28]=[N:29][NH:30][CH:31]=2)[O:21]1.C([O-])([O-])=O.[Cs+].[Cs+]. (4) Given the product [F:19][C:16]1[CH:17]=[CH:18][C:13]([C:11]2[O:1][N:2]=[C:3]([C:4]3[CH:5]=[N:6][CH:7]=[N:8][CH:9]=3)[CH:12]=2)=[CH:14][CH:15]=1, predict the reactants needed to synthesize it. The reactants are: [OH:1][N:2]=[C:3](Cl)[C:4]1[CH:5]=[N:6][CH:7]=[N:8][CH:9]=1.[C:11]([C:13]1[CH:18]=[CH:17][C:16]([F:19])=[CH:15][CH:14]=1)#[CH:12].N. (5) Given the product [CH3:1][N:2]1[CH:6]=[C:5]([N:7]2[CH:12]=[CH:11][C:10](=[O:13])[C:9]([CH2:14][C:15]3[CH:16]=[C:17]([C:21]4[N:22]=[CH:23][C:24]([C:27]([OH:29])=[O:28])=[CH:25][N:26]=4)[CH:18]=[CH:19][CH:20]=3)=[N:8]2)[CH:4]=[N:3]1, predict the reactants needed to synthesize it. The reactants are: [CH3:1][N:2]1[CH:6]=[C:5]([N:7]2[CH:12]=[CH:11][C:10](=[O:13])[C:9]([CH2:14][C:15]3[CH:16]=[C:17]([C:21]4[N:26]=[CH:25][C:24]([C:27]([O:29]C)=[O:28])=[CH:23][N:22]=4)[CH:18]=[CH:19][CH:20]=3)=[N:8]2)[CH:4]=[N:3]1.[OH-].[Na+].Cl.